From a dataset of Catalyst prediction with 721,799 reactions and 888 catalyst types from USPTO. Predict which catalyst facilitates the given reaction. Reactant: [NH2:1][C:2]1[CH:7]=[C:6]([O:8][CH3:9])[CH:5]=[CH:4][C:3]=1[S:10]([NH:13][C:14]1[CH:15]=[CH:16][C:17]2[CH2:21][O:20][B:19]([OH:22])[C:18]=2[CH:23]=1)(=[O:12])=[O:11].Cl[C:25]1[O:26][C:27]2[CH:33]=[CH:32][CH:31]=[CH:30][C:28]=2[N:29]=1.O. Product: [O:26]1[C:27]2[CH:33]=[CH:32][CH:31]=[CH:30][C:28]=2[N:29]=[C:25]1[NH:1][C:2]1[CH:7]=[C:6]([O:8][CH3:9])[CH:5]=[CH:4][C:3]=1[S:10]([NH:13][C:14]1[CH:15]=[CH:16][C:17]2[CH2:21][O:20][B:19]([OH:22])[C:18]=2[CH:23]=1)(=[O:11])=[O:12]. The catalyst class is: 3.